This data is from Full USPTO retrosynthesis dataset with 1.9M reactions from patents (1976-2016). The task is: Predict the reactants needed to synthesize the given product. (1) Given the product [Br:26][C:27]1[CH:32]=[CH:31][C:30]([S:33]([NH:8][C:6]2[CH:5]=[CH:4][CH:3]=[C:2]([CH3:1])[N:7]=2)(=[O:35])=[O:34])=[CH:29][C:28]=1[C:37]([F:40])([F:39])[F:38], predict the reactants needed to synthesize it. The reactants are: [CH3:1][C:2]1[N:7]=[C:6]([NH:8]S(C2C=CC(C3C=CC(C#N)=CC=3)=CC=2)(=O)=O)[CH:5]=[CH:4][CH:3]=1.[Br:26][C:27]1[CH:32]=[CH:31][C:30]([S:33](Cl)(=[O:35])=[O:34])=[CH:29][C:28]=1[C:37]([F:40])([F:39])[F:38]. (2) Given the product [O:3]1[CH2:4][CH2:5][CH2:6][O:1][CH:2]1[C:7]1[CH:12]=[CH:11][C:10]([C:13]2[S:14][C:15]3[C:20]([N:21]=2)=[CH:19][CH:18]=[C:17]([C:22]([C:27]2[CH:28]=[CH:29][CH:30]=[CH:31][CH:32]=2)([CH2:23][CH2:24][CH:25]=[CH2:26])[CH2:47][CH:46]=[CH2:45])[N:16]=3)=[C:9]([F:33])[CH:8]=1, predict the reactants needed to synthesize it. The reactants are: [O:1]1[CH2:6][CH2:5][CH2:4][O:3][CH:2]1[C:7]1[CH:12]=[CH:11][C:10]([C:13]2[S:14][C:15]3[C:20]([N:21]=2)=[CH:19][CH:18]=[C:17]([CH:22]([C:27]2[CH:32]=[CH:31][CH:30]=[CH:29][CH:28]=2)[CH2:23][CH2:24][CH:25]=[CH2:26])[N:16]=3)=[C:9]([F:33])[CH:8]=1.C[Si]([N-][Si](C)(C)C)(C)C.[Na+].O1C[CH2:47][CH2:46][CH2:45]1.C(I)C=C. (3) Given the product [CH3:1][O:2][C:3](=[O:14])[C:4]1[CH:9]=[CH:8][C:7]([N+:10]([O-:12])=[O:11])=[CH:6][C:5]=1[NH:13][C:29](=[O:30])[C:28]1[CH:32]=[CH:33][C:25]([O:24][C:23]([F:22])([F:34])[F:35])=[CH:26][CH:27]=1, predict the reactants needed to synthesize it. The reactants are: [CH3:1][O:2][C:3](=[O:14])[C:4]1[CH:9]=[CH:8][C:7]([N+:10]([O-:12])=[O:11])=[CH:6][C:5]=1[NH2:13].C(N(CC)CC)C.[F:22][C:23]([F:35])([F:34])[O:24][C:25]1[CH:33]=[CH:32][C:28]([C:29](Cl)=[O:30])=[CH:27][CH:26]=1. (4) The reactants are: [N:1]1[CH:6]=[CH:5][C:4]([C:7]2[C:8]([C:12]3[CH:13]=[C:14]([NH:18][C:19]([NH:21][C:22]4[CH:27]=[CH:26][C:25]([C:28]([F:31])([F:30])[F:29])=[CH:24][CH:23]=4)=[O:20])[CH:15]=[CH:16][CH:17]=3)=[N:9][NH:10][CH:11]=2)=[CH:3][CH:2]=1.C1COCC1.Cl[C:38]([O:40][CH2:41][CH3:42])=[O:39]. Given the product [CH2:41]([O:40][C:38]([N:10]1[CH:11]=[C:7]([C:4]2[CH:5]=[CH:6][N:1]=[CH:2][CH:3]=2)[C:8]([C:12]2[CH:17]=[CH:16][CH:15]=[C:14]([NH:18][C:19]([NH:21][C:22]3[CH:27]=[CH:26][C:25]([C:28]([F:31])([F:30])[F:29])=[CH:24][CH:23]=3)=[O:20])[CH:13]=2)=[N:9]1)=[O:39])[CH3:42], predict the reactants needed to synthesize it. (5) Given the product [F:1][C:2]1[CH:27]=[CH:26][C:5]([O:6][CH2:7][CH2:8][CH2:9][CH2:10][CH2:11][CH2:12][CH2:13][CH2:14][NH2:15])=[CH:4][CH:3]=1, predict the reactants needed to synthesize it. The reactants are: [F:1][C:2]1[CH:27]=[CH:26][C:5]([O:6][CH2:7][CH2:8][CH2:9][CH2:10][CH2:11][CH2:12][CH2:13][CH2:14][N:15]2C(=O)C3=CC=CC=C3C2=O)=[CH:4][CH:3]=1.O.NN.C(OC1C=C(CN)C=CC=1)CCCCC. (6) Given the product [CH2:1]([N:8]1[C:16]2[C:11](=[CH:12][C:13]([NH:17][C:18]3[N:26]=[CH:25][C:24]([CH:27]4[CH2:28][CH2:29]4)=[CH:23][C:19]=3[C:20]([NH:46][S:43]([CH3:42])(=[O:45])=[O:44])=[O:22])=[CH:14][CH:15]=2)[CH:10]=[CH:9]1)[C:2]1[CH:3]=[CH:4][CH:5]=[CH:6][CH:7]=1, predict the reactants needed to synthesize it. The reactants are: [CH2:1]([N:8]1[C:16]2[C:11](=[CH:12][C:13]([NH:17][C:18]3[N:26]=[CH:25][C:24]([CH:27]4[CH2:29][CH2:28]4)=[CH:23][C:19]=3[C:20]([OH:22])=O)=[CH:14][CH:15]=2)[CH:10]=[CH:9]1)[C:2]1[CH:7]=[CH:6][CH:5]=[CH:4][CH:3]=1.C(N1C=CN=C1)(N1C=CN=C1)=O.[CH3:42][S:43]([NH2:46])(=[O:45])=[O:44].N12CCCN=C1CCCCC2.Cl. (7) The reactants are: C[C@H]1CC2(CCN(C(OC(C)(C)C)=O)CC2)C(=O)N1.[CH3:20][CH:21]1[CH2:25][C:24]2([CH2:30][CH2:29][NH:28][CH2:27][CH2:26]2)[C:23](=[O:31])[N:22]1[C:32]1[CH2:33][O:34][C:35](=[O:37])[CH:36]=1. Given the product [CH3:20][C@H:21]1[CH2:25][C:24]2([CH2:26][CH2:27][NH:28][CH2:29][CH2:30]2)[C:23](=[O:31])[N:22]1[C:32]1[CH2:33][O:34][C:35](=[O:37])[CH:36]=1, predict the reactants needed to synthesize it. (8) The reactants are: [Cl:1][C:2]1[CH:3]=[C:4]([CH:7]=[C:8]([Cl:10])[CH:9]=1)[CH:5]=[O:6].[F:11][CH:12]([Si](C)(C)C)[F:13].[F-].[Cs+]. Given the product [Cl:1][C:2]1[CH:3]=[C:4]([CH:5]([OH:6])[CH:12]([F:13])[F:11])[CH:7]=[C:8]([Cl:10])[CH:9]=1, predict the reactants needed to synthesize it. (9) Given the product [N:25]12[CH2:30][CH2:29][CH:28]([CH2:27][CH2:26]1)[CH:23]([NH:22][C:17]([C:15]1[CH:16]=[C:2]([Cl:1])[CH:3]=[C:4]3[O:8][C:7]([C:9]4[CH:10]=[CH:11][CH:12]=[CH:13][CH:14]=4)=[N:6][C:5]=13)=[O:19])[CH2:24]2, predict the reactants needed to synthesize it. The reactants are: [Cl:1][C:2]1[CH:3]=[C:4]2[O:8][C:7]([C:9]3[CH:14]=[CH:13][CH:12]=[CH:11][CH:10]=3)=[N:6][C:5]2=[C:15]([C:17]([OH:19])=O)[CH:16]=1.Cl.Cl.[NH2:22][CH:23]1[CH:28]2[CH2:29][CH2:30][N:25]([CH2:26][CH2:27]2)[CH2:24]1.